This data is from Forward reaction prediction with 1.9M reactions from USPTO patents (1976-2016). The task is: Predict the product of the given reaction. (1) Given the reactants [C:1]([C:5]1[O:9][C:8]([C:10]2[CH:15]=[C:14]([O:16][CH2:17][C:18]3[CH:19]=[C:20]([CH:24]([CH:31]4[CH2:33][CH2:32]4)[CH2:25][C:26]([O:28]CC)=[O:27])[CH:21]=[CH:22][CH:23]=3)[CH:13]=[CH:12][C:11]=2[C:34]2[CH:39]=[C:38]([O:40][CH3:41])[CH:37]=[CH:36][C:35]=2[F:42])=[N:7][N:6]=1)([CH3:4])([CH3:3])[CH3:2].[OH-].[Na+].O.Cl, predict the reaction product. The product is: [C:1]([C:5]1[O:9][C:8]([C:10]2[CH:15]=[C:14]([O:16][CH2:17][C:18]3[CH:19]=[C:20]([CH:24]([CH:31]4[CH2:33][CH2:32]4)[CH2:25][C:26]([OH:28])=[O:27])[CH:21]=[CH:22][CH:23]=3)[CH:13]=[CH:12][C:11]=2[C:34]2[CH:39]=[C:38]([O:40][CH3:41])[CH:37]=[CH:36][C:35]=2[F:42])=[N:7][N:6]=1)([CH3:4])([CH3:2])[CH3:3]. (2) Given the reactants [C:1]([O:5][C:6]([N:8]1[C@@H:12](/[CH:13]=[CH:14]/[C:15]2[CH:20]=[CH:19][C:18]([N+:21]([O-])=O)=[CH:17][CH:16]=2)[CH2:11][O:10][C:9]1([CH3:25])[CH3:24])=[O:7])([CH3:4])([CH3:3])[CH3:2].C([O-])=O.[NH4+], predict the reaction product. The product is: [C:1]([O:5][C:6]([N:8]1[C@@H:12]([CH2:13][CH2:14][C:15]2[CH:16]=[CH:17][C:18]([NH2:21])=[CH:19][CH:20]=2)[CH2:11][O:10][C:9]1([CH3:25])[CH3:24])=[O:7])([CH3:4])([CH3:2])[CH3:3]. (3) Given the reactants C([O:5][C:6](=[O:33])[C:7]1[CH:12]=[CH:11][C:10]([CH2:13][N:14]2[N:23]=[CH:22][C:21]3[C:16](=[N:17][C:18]([C:24]#[C:25][CH2:26][N:27]4[CH:31]=[N:30][CH:29]=[N:28]4)=[CH:19][N:20]=3)[C:15]2=[O:32])=[CH:9][CH:8]=1)(C)(C)C, predict the reaction product. The product is: [O:32]=[C:15]1[C:16]2[C:21](=[N:20][CH:19]=[C:18]([C:24]#[C:25][CH2:26][N:27]3[CH:31]=[N:30][CH:29]=[N:28]3)[N:17]=2)[CH:22]=[N:23][N:14]1[CH2:13][C:10]1[CH:11]=[CH:12][C:7]([C:6]([OH:33])=[O:5])=[CH:8][CH:9]=1. (4) Given the reactants [CH3:1][O:2][C:3]1[CH:4]=[C:5]([CH:18]=[CH:19][C:20]=1[O:21][CH2:22][C:23]1[CH:24]=[N:25][C:26]([O:29][CH3:30])=[CH:27][CH:28]=1)[CH2:6][N:7]1[C:11]2=[N:12][CH:13]=[C:14]([C:16]#[N:17])[CH:15]=[C:10]2[N:9]=[CH:8]1.[NH2:31][OH:32], predict the reaction product. The product is: [OH:32][N:31]=[C:16]([C:14]1[CH:15]=[C:10]2[N:9]=[CH:8][N:7]([CH2:6][C:5]3[CH:18]=[CH:19][C:20]([O:21][CH2:22][C:23]4[CH:24]=[N:25][C:26]([O:29][CH3:30])=[CH:27][CH:28]=4)=[C:3]([O:2][CH3:1])[CH:4]=3)[C:11]2=[N:12][CH:13]=1)[NH2:17]. (5) Given the reactants [Br:1][C:2]1[CH:3]=[CH:4][C:5]([C@@H:8]([NH:10][C:11](=[O:13])C)[CH3:9])=[N:6][CH:7]=1.C(OC([O:16][C:17]([CH3:20])([CH3:19])[CH3:18])=O)([O:16][C:17]([CH3:20])([CH3:19])[CH3:18])=O.O.[OH-].[Li+].O, predict the reaction product. The product is: [C:17]([O:16][C:11](=[O:13])[NH:10][C@H:8]([C:5]1[CH:4]=[CH:3][C:2]([Br:1])=[CH:7][N:6]=1)[CH3:9])([CH3:20])([CH3:19])[CH3:18]. (6) Given the reactants S(=O)(=O)(O)O.[ClH:6].[CH3:7][N:8]([CH2:10][CH:11]1[CH2:16][CH2:15][CH2:14][CH2:13][C:12]1([C:18]1[CH:19]=[N:20][CH:21]=[CH:22][CH:23]=1)O)[CH3:9].[OH-].[Na+], predict the reaction product. The product is: [ClH:6].[CH3:7][N:8]([CH3:9])[CH2:10][CH:11]1[CH2:16][CH2:15][CH2:14][CH:13]=[C:12]1[C:18]1[CH:19]=[N:20][CH:21]=[CH:22][CH:23]=1.